This data is from Catalyst prediction with 721,799 reactions and 888 catalyst types from USPTO. The task is: Predict which catalyst facilitates the given reaction. (1) Reactant: C(OC([NH:11][CH2:12][C:13]1([CH3:45])[CH2:18][CH2:17][N:16]([C:19]2[C:20]3[O:44][CH:43]=[CH:42][C:21]=3[N:22]=[C:23]([NH:25][C:26]3[CH:34]=[C:33]4[C:29]([CH:30]=[N:31][N:32]4C(OC(C)(C)C)=O)=[CH:28][CH:27]=3)[N:24]=2)[CH2:15][CH2:14]1)=O)C1C=CC=CC=1.ClC1N=C(Cl)C2OC=CC=2N=1.CC1(CNC(=O)OCC2C=CC=CC=2)CCNCC1.NC1C=C2C(C=NN2C(OC(C)(C)C)=O)=CC=1.Br. Product: [NH2:11][CH2:12][C:13]1([CH3:45])[CH2:18][CH2:17][N:16]([C:19]2[C:20]3[O:44][CH:43]=[CH:42][C:21]=3[N:22]=[C:23]([NH:25][C:26]3[CH:34]=[C:33]4[C:29]([CH:30]=[N:31][NH:32]4)=[CH:28][CH:27]=3)[N:24]=2)[CH2:15][CH2:14]1. The catalyst class is: 313. (2) Reactant: C(=O)([O-])[O-].[K+].[K+].[NH:7]1[CH:11]=[CH:10][CH:9]=[C:8]1[C:12]#[N:13].Br[CH2:15][C:16]([C:18]1[CH:23]=[CH:22][C:21]([Br:24])=[CH:20][CH:19]=1)=[O:17]. Product: [Br:24][C:21]1[CH:22]=[CH:23][C:18]([C:16](=[O:17])[CH2:15][N:7]2[CH:11]=[CH:10][CH:9]=[C:8]2[C:12]#[N:13])=[CH:19][CH:20]=1. The catalyst class is: 174. (3) Reactant: [NH2:1][C:2]1[N:6]([C:7]2[C:12]([Cl:13])=[CH:11][CH:10]=[CH:9][C:8]=2[Cl:14])[N:5]=[C:4]([CH:15]([CH3:17])[CH3:16])[C:3]=1[C:18]([NH2:20])=[O:19].[OH:21][C:22]1[CH:27]=[CH:26][C:25]([CH2:28][C:29](OCC)=O)=[CH:24][CH:23]=1.CC[O-].[Na+].CC(O)=O. Product: [Cl:14][C:8]1[CH:9]=[CH:10][CH:11]=[C:12]([Cl:13])[C:7]=1[N:6]1[C:2]2[N:1]=[C:29]([CH2:28][C:25]3[CH:26]=[CH:27][C:22]([OH:21])=[CH:23][CH:24]=3)[NH:20][C:18](=[O:19])[C:3]=2[C:4]([CH:15]([CH3:16])[CH3:17])=[N:5]1. The catalyst class is: 14. (4) Reactant: O=[C:2]([NH:21][CH2:22][CH:23]=[CH2:24])[CH2:3][CH2:4][CH2:5][CH2:6][CH2:7][CH2:8][CH2:9][NH:10][C:11](=[O:20])[O:12][CH2:13][C:14]1[CH:19]=[CH:18][CH:17]=[CH:16][CH:15]=1.CC(C[AlH]CC(C)C)C. Product: [CH2:22]([NH:21][CH2:2][CH2:3][CH2:4][CH2:5][CH2:6][CH2:7][CH2:8][CH2:9][NH:10][C:11](=[O:20])[O:12][CH2:13][C:14]1[CH:15]=[CH:16][CH:17]=[CH:18][CH:19]=1)[CH:23]=[CH2:24]. The catalyst class is: 2. (5) Reactant: [N:1]1([CH2:7][CH:8]([OH:11])[CH2:9][OH:10])[CH2:6][CH2:5][O:4][CH2:3][CH2:2]1.[S:12](Cl)([Cl:14])=[O:13]. Product: [ClH:14].[O:13]=[S:12]1[O:11][CH:8]([CH2:7][N:1]2[CH2:6][CH2:5][O:4][CH2:3][CH2:2]2)[CH2:9][O:10]1. The catalyst class is: 2. (6) Reactant: I[C:2]1[CH:7]=[CH:6][C:5]([OH:8])=[CH:4][CH:3]=1.OCCNC(=O)OC(C)(C)C.[C:20]1(P([C:20]2[CH:25]=[CH:24][CH:23]=[CH:22][CH:21]=2)[C:20]2[CH:25]=[CH:24][CH:23]=[CH:22][CH:21]=2)[CH:25]=[CH:24][CH:23]=[CH:22][CH:21]=1.N(C(OCC)=O)=NC(OCC)=O. Product: [C:5]1([O:8][C:20]2[CH:25]=[CH:24][CH:23]=[CH:22][CH:21]=2)[CH:6]=[CH:7][CH:2]=[CH:3][CH:4]=1. The catalyst class is: 207. (7) Product: [C:3]([O:7][C:8]([N:10]([CH2:18][CH2:19][CH2:20][CH2:21][C:22]1[CH:27]=[CH:26][C:25]([N+:28]([O-:30])=[O:29])=[CH:24][CH:23]=1)[C:11]1[CH:16]=[CH:15][CH:14]=[CH:13][N:12]=1)=[O:9])([CH3:6])([CH3:4])[CH3:5]. The catalyst class is: 3. Reactant: [H-].[Na+].[C:3]([O:7][C:8]([NH:10][C:11]1[CH:16]=[CH:15][CH:14]=[CH:13][N:12]=1)=[O:9])([CH3:6])([CH3:5])[CH3:4].Br[CH2:18][CH2:19][CH2:20][CH2:21][C:22]1[CH:27]=[CH:26][C:25]([N+:28]([O-:30])=[O:29])=[CH:24][CH:23]=1.